From a dataset of Full USPTO retrosynthesis dataset with 1.9M reactions from patents (1976-2016). Predict the reactants needed to synthesize the given product. (1) Given the product [NH2:17][C:18]1[N:23]=[C:22]([C:24]([NH:14][CH:12]([C:8]2[CH:9]=[CH:10][CH:11]=[C:6]([O:5][CH2:4][C:3]([F:15])([F:16])[F:2])[CH:7]=2)[CH3:13])=[O:25])[CH:21]=[CH:20][N:19]=1, predict the reactants needed to synthesize it. The reactants are: Cl.[F:2][C:3]([F:16])([F:15])[CH2:4][O:5][C:6]1[CH:7]=[C:8]([CH:12]([NH2:14])[CH3:13])[CH:9]=[CH:10][CH:11]=1.[NH2:17][C:18]1[N:23]=[C:22]([C:24](O)=[O:25])[CH:21]=[CH:20][N:19]=1. (2) Given the product [C:5]1([S:11][C:12]2[CH:17]=[CH:16][CH:15]=[CH:14][C:13]=2[NH:18][C:1]([N:28]2[CH2:29][CH2:30][N:25]([CH2:24][CH2:23][O:22][CH2:21][CH2:20][OH:19])[CH2:26][CH2:27]2)=[O:2])[CH:6]=[CH:7][CH:8]=[CH:9][CH:10]=1, predict the reactants needed to synthesize it. The reactants are: [C:1](Cl)(Cl)=[O:2].[C:5]1([S:11][C:12]2[CH:17]=[CH:16][CH:15]=[CH:14][C:13]=2[NH2:18])[CH:10]=[CH:9][CH:8]=[CH:7][CH:6]=1.[OH:19][CH2:20][CH2:21][O:22][CH2:23][CH2:24][N:25]1[CH2:30][CH2:29][NH:28][CH2:27][CH2:26]1. (3) Given the product [N:11]1[CH:12]=[CH:13][CH:14]=[CH:15][C:10]=1[N:9]([C:7]1[S:6][CH:29]=[N:30][N:8]=1)[CH2:25][CH2:24][CH2:23][CH2:22][CH2:21][CH2:20][C:19]([O:18][CH2:16][CH3:17])=[O:27], predict the reactants needed to synthesize it. The reactants are: [H-].[Na+].CC1[N:8]=[C:7]([NH:9][C:10]2[CH:15]=[CH:14][CH:13]=[CH:12][N:11]=2)[S:6]N=1.[CH2:16]([O:18][C:19](=[O:27])[CH2:20][CH2:21][CH2:22][CH2:23][CH2:24][CH2:25]I)[CH3:17].O.[CH3:29][N:30](C=O)C. (4) Given the product [C:26]1([C:37]2[CH:42]=[CH:41][CH:40]=[CH:39][CH:38]=2)[CH:31]=[CH:30][CH:29]=[CH:28][C:27]=1[CH2:32][CH2:33][C:34]([N:14]1[CH2:13][CH2:12][N:11]([C:9](=[O:10])[CH:8]([C:5]2[CH:4]=[CH:3][C:2]([F:1])=[CH:7][CH:6]=2)[CH:17]2[CH2:22][CH2:21][N:20]([CH:23]([CH3:25])[CH3:24])[CH2:19][CH2:18]2)[CH2:16][CH2:15]1)=[O:35], predict the reactants needed to synthesize it. The reactants are: [F:1][C:2]1[CH:7]=[CH:6][C:5]([CH:8]([CH:17]2[CH2:22][CH2:21][N:20]([CH:23]([CH3:25])[CH3:24])[CH2:19][CH2:18]2)[C:9]([N:11]2[CH2:16][CH2:15][NH:14][CH2:13][CH2:12]2)=[O:10])=[CH:4][CH:3]=1.[C:26]1([C:37]2[CH:42]=[CH:41][CH:40]=[CH:39][CH:38]=2)[CH:31]=[CH:30][CH:29]=[CH:28][C:27]=1[CH2:32][CH2:33][C:34](O)=[O:35].Cl.CNC(NC)CCN=C=NCC.O.ON1C2C=CC=CC=2N=N1.C(=O)(O)[O-].[Na+]. (5) Given the product [C:2]([CH2:3][CH:4]([N:1]1[CH:5]=[CH:4][C:3]([C:6]2[C:7]3[CH:14]=[CH:13][N:12]([CH2:15][O:16][CH2:17][CH2:18][Si:19]([CH3:22])([CH3:21])[CH3:20])[C:8]=3[N:9]=[CH:10][N:11]=2)=[CH:2]1)[CH2:29][N:30]1[CH2:33][CH2:13][N:12]([C:23]([O:24][C:7]([CH3:6])([CH3:14])[CH3:8])=[O:26])[CH2:15][CH2:31]1)#[N:1], predict the reactants needed to synthesize it. The reactants are: [NH:1]1[CH:5]=[CH:4][C:3]([C:6]2[C:7]3[CH:14]=[CH:13][N:12]([CH2:15][O:16][CH2:17][CH2:18][Si:19]([CH3:22])([CH3:21])[CH3:20])[C:8]=3[N:9]=[CH:10][N:11]=2)=[CH:2]1.[C:23](=[O:26])([O-])[O-:24].[K+].[K+].[CH3:29][N:30]([CH3:33])[CH:31]=O. (6) Given the product [CH3:1][C:2]1[C:6]([N+:7]([O-:9])=[O:8])=[CH:5][N:4]([CH2:11][C:12]#[N:13])[N:3]=1, predict the reactants needed to synthesize it. The reactants are: [CH3:1][C:2]1[C:6]([N+:7]([O-:9])=[O:8])=[CH:5][NH:4][N:3]=1.Br[CH2:11][C:12]#[N:13].C([O-])([O-])=O.[K+].[K+].CCOC(C)=O. (7) Given the product [CH3:26][S:27]([O:1][CH:2]([CH3:18])[CH2:3][N:4]1[CH2:9][CH2:8][CH:7]([NH:10][C:11]([O:12][C:13]([CH3:14])([CH3:16])[CH3:15])=[O:17])[CH2:6][CH2:5]1)(=[O:29])=[O:28], predict the reactants needed to synthesize it. The reactants are: [OH:1][CH:2]([CH3:18])[CH2:3][N:4]1[CH2:9][CH2:8][CH:7]([NH:10][C:11](=[O:17])[O:12][C:13]([CH3:16])([CH3:15])[CH3:14])[CH2:6][CH2:5]1.C(N(CC)CC)C.[CH3:26][S:27](Cl)(=[O:29])=[O:28].FC1C=C2C(C=CC(=O)N2CCN2CCC(NCC3C=CC4OCC(=O)NC=4N=3)CC2)=CC=1.S([O-])(=O)(=O)C. (8) Given the product [CH:11]1([CH2:10][O:9][C:4]2[CH:3]=[C:2](/[CH:19]=[CH:18]/[CH2:17][NH:20][C:21](=[O:26])[C:22]([F:25])([F:24])[F:23])[CH:7]=[C:6]([F:8])[CH:5]=2)[CH2:16][CH2:15][CH2:14][CH2:13][CH2:12]1, predict the reactants needed to synthesize it. The reactants are: Br[C:2]1[CH:7]=[C:6]([F:8])[CH:5]=[C:4]([O:9][CH2:10][CH:11]2[CH2:16][CH2:15][CH2:14][CH2:13][CH2:12]2)[CH:3]=1.[CH2:17]([NH:20][C:21](=[O:26])[C:22]([F:25])([F:24])[F:23])[CH:18]=[CH2:19]. (9) Given the product [C:1]([O:5][C:6](=[O:15])[NH:7][C:8]1[CH:9]=[CH:66][C:70]([O:69][CH:68]2[CH2:67][CH2:61][N:54]([C:19](=[O:20])[C:18]3[C:30]([Cl:34])=[CH:31][CH:32]=[CH:33][C:17]=3[Cl:16])[CH2:53][CH2:48]2)=[CH:12][CH:13]=1)([CH3:2])([CH3:3])[CH3:4], predict the reactants needed to synthesize it. The reactants are: [C:1]([O:5][C:6](=[O:15])[NH:7][C:8]1[CH:13]=[CH:12]C(O)=C[CH:9]=1)([CH3:4])([CH3:3])[CH3:2].[Cl:16][C:17]1[CH:33]=[CH:32][CH:31]=[C:30]([Cl:34])[C:18]=1[C:19](C(N1CCC(O)CC1)=O)=[O:20].C1(P([C:48]2[CH:53]=CC=CC=2)C2C=CC=CC=2)C=CC=CC=1.[N:54]([C:61](OCC)=O)=NC(OCC)=O.[CH2:66]1[CH2:70][O:69][CH2:68][CH2:67]1.